Dataset: Reaction yield outcomes from USPTO patents with 853,638 reactions. Task: Predict the reaction yield, written as a fraction of the theoretical maximum amount of product (1.0 means a 100% yield; for example, 0.34 means a 34% yield). (1) The reactants are [NH2:1][C:2]1[S:3][C:4]2[CH:10]=[C:9]([O:11][C:12]3[CH:13]=[C:14]([NH:20][C:21](=[O:33])[C:22]4[CH:27]=[CH:26][CH:25]=[C:24]([C:28]([C:31]#[N:32])([CH3:30])[CH3:29])[CH:23]=4)[CH:15]=[CH:16][C:17]=3[O:18][CH3:19])[CH:8]=[CH:7][C:5]=2[N:6]=1.[CH:34]1([C:37](Cl)=[O:38])[CH2:36][CH2:35]1. The product is [C:31]([C:28]([C:24]1[CH:23]=[C:22]([CH:27]=[CH:26][CH:25]=1)[C:21]([NH:20][C:14]1[CH:15]=[CH:16][C:17]([O:18][CH3:19])=[C:12]([O:11][C:9]2[CH:8]=[CH:7][C:5]3[N:6]=[C:2]([NH:1][C:37]([CH:34]4[CH2:36][CH2:35]4)=[O:38])[S:3][C:4]=3[CH:10]=2)[CH:13]=1)=[O:33])([CH3:30])[CH3:29])#[N:32]. The yield is 0.450. The catalyst is CN(C)C1C=CN=CC=1.N1C=CC=CC=1. (2) The reactants are [CH3:1][CH2:2][CH2:3][CH2:4][CH2:5][CH2:6][CH2:7][CH2:8][CH2:9][CH2:10][CH2:11][CH2:12][O:13][C:14]([CH:16]([N:18]([CH3:20])[CH3:19])[CH3:17])=[O:15].[P:21](=[O:25])([OH:24])([OH:23])[OH:22]. The catalyst is C(OCC)(=O)C. The product is [P:21](=[O:22])([OH:25])([OH:24])[OH:23].[CH3:19][N:18]([CH3:20])[CH:16]([CH3:17])[C:14]([O:13][CH2:12][CH2:11][CH2:10][CH2:9][CH2:8][CH2:7][CH2:6][CH2:5][CH2:4][CH2:3][CH2:2][CH3:1])=[O:15]. The yield is 0.930. (3) The reactants are F[C:2]1[CH:7]=[CH:6][N:5]2[C:8]([C:11]([NH:13][C:14]3[CH:22]=[CH:21][CH:20]=[C:19]4[C:15]=3[C:16]([CH3:33])=[N:17][N:18]4[CH2:23][C:24]3[CH:29]=[CH:28][CH:27]=[C:26]([CH:30]([CH3:32])[CH3:31])[N:25]=3)=[O:12])=[CH:9][N:10]=[C:4]2[CH:3]=1.O1[CH2:39][CH2:38][N:37]([CH2:40][CH2:41][OH:42])[CH2:36][CH2:35]1. No catalyst specified. The product is [CH:30]1([C:26]2[N:25]=[C:24]([CH2:23][N:18]3[C:19]4[C:15](=[C:14]([NH:13][C:11]([C:8]5[N:5]6[CH:6]=[CH:7][C:2]([O:42][CH2:41][CH2:40][N:37]7[CH2:36][CH2:35][N:5]([CH:8]([CH3:11])[CH3:9])[CH2:39][CH2:38]7)=[CH:3][C:4]6=[N:10][CH:9]=5)=[O:12])[CH:22]=[CH:21][CH:20]=4)[C:16]([CH3:33])=[N:17]3)[CH:29]=[CH:28][CH:27]=2)[CH2:31][CH2:32]1. The yield is 0.480. (4) The reactants are [F:1][C:2]1[CH:7]=[CH:6][C:5](I)=[CH:4][C:3]=1[N:9]1[CH:14]=[C:13]([O:15][CH3:16])[C:12](=[O:17])[C:11]([C:18]2[N:22]([C:23]3[CH:28]=[CH:27][CH:26]=[CH:25][CH:24]=3)[N:21]=[CH:20][CH:19]=2)=[N:10]1.Cl.[F:30][C:31]1([F:35])[CH2:34][NH:33][CH2:32]1.CC([O-])(C)C.[Na+].CC1(C)C2C(=C(P(C3C=CC=CC=3)C3C=CC=CC=3)C=CC=2)OC2C(P(C3C=CC=CC=3)C3C=CC=CC=3)=CC=CC1=2. The catalyst is O1CCOCC1.C([O-])(O)=O.[Na+].C1C=CC(/C=C/C(/C=C/C2C=CC=CC=2)=O)=CC=1.C1C=CC(/C=C/C(/C=C/C2C=CC=CC=2)=O)=CC=1.C1C=CC(/C=C/C(/C=C/C2C=CC=CC=2)=O)=CC=1.[Pd].[Pd]. The product is [F:30][C:31]1([F:35])[CH2:34][N:33]([C:5]2[CH:6]=[CH:7][C:2]([F:1])=[C:3]([N:9]3[CH:14]=[C:13]([O:15][CH3:16])[C:12](=[O:17])[C:11]([C:18]4[N:22]([C:23]5[CH:28]=[CH:27][CH:26]=[CH:25][CH:24]=5)[N:21]=[CH:20][CH:19]=4)=[N:10]3)[CH:4]=2)[CH2:32]1. The yield is 0.410.